Task: Predict the reactants needed to synthesize the given product.. Dataset: Full USPTO retrosynthesis dataset with 1.9M reactions from patents (1976-2016) (1) Given the product [Cl:1][C:2]1[S:6][C:5]([C:7]2[O:17][C:15](=[O:16])[C@@:10]3([CH2:14][CH2:13][O:12][CH2:11]3)[N:9]=2)=[CH:4][CH:3]=1, predict the reactants needed to synthesize it. The reactants are: [Cl:1][C:2]1[S:6][C:5]([C:7]([NH:9][C@@:10]2([C:15]([OH:17])=[O:16])[CH2:14][CH2:13][O:12][CH2:11]2)=O)=[CH:4][CH:3]=1. (2) Given the product [CH3:1][O:2][C:3](=[O:33])[C:4]1[CH:9]=[C:8]([O:10][C:11]2[CH:16]=[CH:15][C:14]([NH:17][S:40]([C:37]3[CH:38]=[CH:39][C:34]([CH3:44])=[CH:35][CH:36]=3)(=[O:42])=[O:41])=[C:13]([NH:18][CH2:19][CH2:20][CH3:21])[CH:12]=2)[CH:7]=[CH:6][C:5]=1[NH:22][S:23]([C:26]1[CH:27]=[CH:28][C:29]([CH3:32])=[CH:30][CH:31]=1)(=[O:25])=[O:24], predict the reactants needed to synthesize it. The reactants are: [CH3:1][O:2][C:3](=[O:33])[C:4]1[CH:9]=[C:8]([O:10][C:11]2[CH:16]=[CH:15][C:14]([NH2:17])=[C:13]([NH:18][CH2:19][CH2:20][CH3:21])[CH:12]=2)[CH:7]=[CH:6][C:5]=1[NH:22][S:23]([C:26]1[CH:31]=[CH:30][C:29]([CH3:32])=[CH:28][CH:27]=1)(=[O:25])=[O:24].[C:34]1([CH3:44])[CH:39]=[CH:38][C:37]([S:40](Cl)(=[O:42])=[O:41])=[CH:36][CH:35]=1.N1C=CC=CC=1. (3) Given the product [F:7][C:8]1[CH:14]=[CH:13][CH:12]=[CH:11][C:9]=1[N:10]([CH3:15])[C:3](=[O:4])[CH:2]([Br:1])[CH3:6], predict the reactants needed to synthesize it. The reactants are: [Br:1][CH:2]([CH3:6])[C:3](O)=[O:4].[F:7][C:8]1[CH:14]=[CH:13][CH:12]=[CH:11][C:9]=1[NH2:10].[CH:15]1(N=C=NC2CCCCC2)CCCCC1.